This data is from Forward reaction prediction with 1.9M reactions from USPTO patents (1976-2016). The task is: Predict the product of the given reaction. (1) Given the reactants Br[C:2]1[CH:11]=[CH:10][CH:9]=[C:8]2[C:3]=1[CH2:4][CH2:5][NH:6][CH:7]2[CH3:12].C[Sn](C)(C)[C:15]1[CH:20]=[CH:19][CH:18]=[CH:17][N:16]=1, predict the reaction product. The product is: [CH3:12][CH:7]1[C:8]2[C:3](=[C:2]([C:15]3[CH:20]=[CH:19][CH:18]=[CH:17][N:16]=3)[CH:11]=[CH:10][CH:9]=2)[CH2:4][CH2:5][NH:6]1. (2) Given the reactants [OH:1][CH2:2][CH:3]([NH:7][C:8](=[O:14])[O:9][C:10]([CH3:13])([CH3:12])[CH3:11])[CH:4]([CH3:6])[CH3:5].C(N(CC)CC)C, predict the reaction product. The product is: [CH3:5][CH:4]([CH3:6])[CH:3]([NH:7][C:8](=[O:14])[O:9][C:10]([CH3:13])([CH3:12])[CH3:11])[CH:2]=[O:1]. (3) The product is: [OH:1][C:2]1[CH:3]=[CH:4][C:5]([CH3:8])=[N+:6]([O-:17])[CH:7]=1. Given the reactants [OH:1][C:2]1[CH:3]=[CH:4][C:5]([CH3:8])=[N:6][CH:7]=1.ClC1C=CC=C(C(OO)=[O:17])C=1, predict the reaction product.